This data is from Forward reaction prediction with 1.9M reactions from USPTO patents (1976-2016). The task is: Predict the product of the given reaction. (1) Given the reactants S1C=C(N)C2C=CC=CC1=2.FC1C=C(F)C=CC=1S(C)(=O)=O.C(N(CC)C(C)C)(C)C.F[C:33]1[CH:34]=[CH:35][C:36]([S:49]([CH3:52])(=[O:51])=[O:50])=[C:37]([NH:39][C:40]2[C:41]3[CH:48]=[CH:47][CH:46]=[CH:45][C:42]=3[S:43][CH:44]=2)[CH:38]=1.[NH:53]1[CH2:58][CH2:57][NH:56][CH2:55][CH2:54]1, predict the reaction product. The product is: [CH3:52][S:49]([C:36]1[CH:35]=[CH:34][C:33]([N:53]2[CH2:58][CH2:57][NH:56][CH2:55][CH2:54]2)=[CH:38][C:37]=1[NH:39][C:40]1[C:41]2[CH:48]=[CH:47][CH:46]=[CH:45][C:42]=2[S:43][CH:44]=1)(=[O:51])=[O:50]. (2) Given the reactants Br[C:2]1[CH:9]=[CH:8][C:5]([C:6]#[N:7])=[C:4]([CH3:10])[CH:3]=1.[B:11]1([B:11]2[O:15][C:14]([CH3:17])([CH3:16])[C:13]([CH3:19])([CH3:18])[O:12]2)[O:15][C:14]([CH3:17])([CH3:16])[C:13]([CH3:19])([CH3:18])[O:12]1.C([O-])(=O)C.[K+], predict the reaction product. The product is: [CH3:10][C:4]1[CH:3]=[C:2]([B:11]2[O:15][C:14]([CH3:17])([CH3:16])[C:13]([CH3:19])([CH3:18])[O:12]2)[CH:9]=[CH:8][C:5]=1[C:6]#[N:7]. (3) Given the reactants Br[C:2]1[CH:7]=[CH:6][C:5]([C:8]2([O:23][CH2:24][CH:25]3[CH2:27][CH2:26]3)[CH2:13][CH2:12][C:11]([C:17]3[CH:22]=[CH:21][CH:20]=[CH:19][CH:18]=3)([C:14]([OH:16])=[O:15])[CH2:10][CH2:9]2)=[CH:4][CH:3]=1.[F:28][C:29]1[CH:34]=[CH:33][C:32](B(O)O)=[CH:31][CH:30]=1.C(=O)([O-])[O-].[Na+].[Na+].O, predict the reaction product. The product is: [CH:25]1([CH2:24][O:23][C:8]2([C:5]3[CH:4]=[CH:3][C:2]([C:32]4[CH:33]=[CH:34][C:29]([F:28])=[CH:30][CH:31]=4)=[CH:7][CH:6]=3)[CH2:9][CH2:10][C:11]([C:17]3[CH:18]=[CH:19][CH:20]=[CH:21][CH:22]=3)([C:14]([OH:16])=[O:15])[CH2:12][CH2:13]2)[CH2:27][CH2:26]1. (4) Given the reactants [CH3:1][O:2][CH2:3][CH2:4][C:5]1[C:10]([CH2:11]O)=[CH:9][N:8]=[C:7]([C:13]2[CH:18]=[CH:17][C:16]([C:19]([F:22])([F:21])[F:20])=[CH:15][CH:14]=2)[N:6]=1.S(Cl)([Cl:25])=O, predict the reaction product. The product is: [Cl:25][CH2:11][C:10]1[C:5]([CH2:4][CH2:3][O:2][CH3:1])=[N:6][C:7]([C:13]2[CH:18]=[CH:17][C:16]([C:19]([F:22])([F:21])[F:20])=[CH:15][CH:14]=2)=[N:8][CH:9]=1. (5) Given the reactants [Cl:1][C:2]1[C:6]([Cl:7])=[C:5]([CH3:8])[NH:4][C:3]=1[C:9]([NH:11][CH:12]1[CH2:17][CH2:16][N:15]([C:18]2[S:19][C:20]([C:35]([O:37]CC)=[O:36])=[C:21]([CH2:23][N:24]3[C:32](=[O:33])[C:31]4[C:26](=[CH:27][CH:28]=[CH:29][CH:30]=4)[C:25]3=[O:34])[N:22]=2)[CH2:14][CH2:13]1)=[O:10].[Li+].[OH-:41], predict the reaction product. The product is: [C:32]([C:31]1[CH:30]=[CH:29][CH:28]=[CH:27][C:26]=1[C:25]([NH:24][CH2:23][C:21]1[N:22]=[C:18]([N:15]2[CH2:16][CH2:17][CH:12]([NH:11][C:9]([C:3]3[NH:4][C:5]([CH3:8])=[C:6]([Cl:7])[C:2]=3[Cl:1])=[O:10])[CH2:13][CH2:14]2)[S:19][C:20]=1[C:35]([OH:37])=[O:36])=[O:34])([OH:41])=[O:33]. (6) Given the reactants [Cl:1][C:2]1[CH:7]=[CH:6][C:5]([S:8]([CH2:11][C:12]2[CH:17]=[CH:16][N:15]=[CH:14][CH:13]=2)(=[O:10])=[O:9])=[CH:4][CH:3]=1.[CH:18]1(O)[CH2:22][CH2:21][CH2:20][CH2:19]1.C(C=P(CCCC)(CCCC)CCCC)#N, predict the reaction product. The product is: [Cl:1][C:2]1[CH:3]=[CH:4][C:5]([S:8]([CH:11]([CH:18]2[CH2:22][CH2:21][CH2:20][CH2:19]2)[C:12]2[CH:13]=[CH:14][N:15]=[CH:16][CH:17]=2)(=[O:9])=[O:10])=[CH:6][CH:7]=1. (7) Given the reactants [CH3:1][O:2][CH:3]1[CH2:8][CH2:7][C:6](=O)[CH2:5][CH2:4]1.[NH:10]1[CH2:15][CH2:14][CH:13]([NH:16][C:17](=[O:23])[O:18][C:19]([CH3:22])([CH3:21])[CH3:20])[CH2:12][CH2:11]1.C(O[BH-](OC(=O)C)OC(=O)C)(=O)C.[Na+], predict the reaction product. The product is: [CH3:1][O:2][C@H:3]1[CH2:8][CH2:7][C@H:6]([N:10]2[CH2:11][CH2:12][CH:13]([NH:16][C:17](=[O:23])[O:18][C:19]([CH3:21])([CH3:20])[CH3:22])[CH2:14][CH2:15]2)[CH2:5][CH2:4]1. (8) Given the reactants Cl[C:2]1[C:7]([C:8]([F:11])([F:10])[F:9])=[CH:6][N:5]=[C:4]([NH:12][C:13]2[CH:27]=[CH:26][C:16]([CH2:17][P:18](=[O:25])([O:22][CH2:23][CH3:24])[O:19][CH2:20][CH3:21])=[CH:15][C:14]=2[O:28][CH3:29])[N:3]=1.[NH2:30][C:31]1[CH:32]=[CH:33][CH:34]=[C:35]2[C:39]=1[C:38](=[O:40])[N:37]([OH:41])[CH2:36]2.[C:42]([OH:48])([C:44]([F:47])([F:46])[F:45])=[O:43], predict the reaction product. The product is: [F:45][C:44]([F:47])([F:46])[C:42]([OH:48])=[O:43].[OH:41][N:37]1[C:38](=[O:40])[C:39]2[C:35](=[CH:34][CH:33]=[CH:32][C:31]=2[NH:30][C:2]2[C:7]([C:8]([F:10])([F:9])[F:11])=[CH:6][N:5]=[C:4]([NH:12][C:13]3[CH:27]=[CH:26][C:16]([CH2:17][P:18](=[O:25])([O:19][CH2:20][CH3:21])[O:22][CH2:23][CH3:24])=[CH:15][C:14]=3[O:28][CH3:29])[N:3]=2)[CH2:36]1. (9) Given the reactants [F:1][C:2]1[CH:3]=[C:4]([CH:8]=[CH:9][C:10]=1[CH3:11])[C:5]([OH:7])=[O:6].S(=O)(=O)(O)O.O.C(=O)([O-])O.[Na+].[CH2:23](O)[CH3:24], predict the reaction product. The product is: [F:1][C:2]1[CH:3]=[C:4]([CH:8]=[CH:9][C:10]=1[CH3:11])[C:5]([O:7][CH2:23][CH3:24])=[O:6]. (10) Given the reactants S1C=CC=C1C1OC(C=C2CCNCC2)=NN=1.C(OC([N:25]1[CH2:30][CH2:29][C:28](=[CH:31][C:32]2[O:36][N:35]=[C:34]([CH3:37])[CH:33]=2)[CH2:27][CH2:26]1)=O)(C)(C)C, predict the reaction product. The product is: [CH3:37][C:34]1[CH:33]=[C:32]([CH:31]=[C:28]2[CH2:29][CH2:30][NH:25][CH2:26][CH2:27]2)[O:36][N:35]=1.